From a dataset of Cav3 T-type calcium channel HTS with 100,875 compounds. Binary Classification. Given a drug SMILES string, predict its activity (active/inactive) in a high-throughput screening assay against a specified biological target. (1) The drug is s1c(C(=O)CC2(O)c3c(NC2=O)cc(cc3C)C)ccc1. The result is 0 (inactive). (2) The drug is O1C(CN(OC1c1occc1)C(=O)c1ccccc1)COc1ccccc1. The result is 1 (active).